From a dataset of Full USPTO retrosynthesis dataset with 1.9M reactions from patents (1976-2016). Predict the reactants needed to synthesize the given product. Given the product [NH2:6][C:5]1[CH:7]=[CH:8][C:2]([P:10](=[O:12])([CH3:11])[CH3:9])=[CH:3][CH:4]=1, predict the reactants needed to synthesize it. The reactants are: Br[C:2]1[CH:8]=[CH:7][C:5]([NH2:6])=[CH:4][CH:3]=1.[CH3:9][PH:10](=[O:12])[CH3:11].[O-]P([O-])([O-])=O.[K+].[K+].[K+].